Task: Predict which catalyst facilitates the given reaction.. Dataset: Catalyst prediction with 721,799 reactions and 888 catalyst types from USPTO (1) The catalyst class is: 1. Reactant: I[C:2]1[CH:7]=[CH:6][C:5]([CH3:8])=[CH:4][CH:3]=1.C([Li])CCC.CO[C:16]1[CH2:20][CH2:19][C:18](=[O:21])[CH:17]=1. Product: [C:5]1([CH3:8])[CH:6]=[CH:7][C:2]([C:16]2[CH2:20][CH2:19][C:18](=[O:21])[CH:17]=2)=[CH:3][CH:4]=1. (2) Reactant: [CH3:1][O:2][C:3]([CH2:5][CH2:6][C:7]1[CH:12]=[C:11]([CH3:13])[C:10]([C:14]2[NH:15][C:16]3[C:21]([CH:22]=2)=[CH:20][CH:19]=[C:18]([C:23]([OH:25])=O)[CH:17]=3)=[C:9]([CH3:26])[CH:8]=1)=[O:4].[NH2:27][C:28]1[CH:37]=[CH:36][C:35]2[C:30](=[CH:31][CH:32]=[CH:33][CH:34]=2)[N:29]=1.CCN=C=NCCCN(C)C.C1C=CC2N(O)N=NC=2C=1.[I-].C[NH+]1CCN(CCC)C1. Product: [CH3:1][O:2][C:3](=[O:4])[CH2:5][CH2:6][C:7]1[CH:8]=[C:9]([CH3:26])[C:10]([C:14]2[NH:15][C:16]3[C:21]([CH:22]=2)=[CH:20][CH:19]=[C:18]([C:23](=[O:25])[NH:27][C:28]2[CH:37]=[CH:36][C:35]4[C:30](=[CH:31][CH:32]=[CH:33][CH:34]=4)[N:29]=2)[CH:17]=3)=[C:11]([CH3:13])[CH:12]=1. The catalyst class is: 56. (3) Product: [NH:1]([C:12]([O:14][CH2:15][CH:16]1[C:28]2[C:23](=[CH:24][CH:25]=[CH:26][CH:27]=2)[C:22]2[C:17]1=[CH:18][CH:19]=[CH:20][CH:21]=2)=[O:13])[C@H:2]([C:9]([O:11][CH2:31][C:30]([Cl:34])([Cl:33])[Cl:29])=[O:10])[CH2:3][O:4][C:5]([CH3:7])([CH3:6])[CH3:8]. The catalyst class is: 64. Reactant: [NH:1]([C:12]([O:14][CH2:15][CH:16]1[C:28]2[C:23](=[CH:24][CH:25]=[CH:26][CH:27]=2)[C:22]2[C:17]1=[CH:18][CH:19]=[CH:20][CH:21]=2)=[O:13])[C@H:2]([C:9]([OH:11])=[O:10])[CH2:3][O:4][C:5]([CH3:8])([CH3:7])[CH3:6].[Cl:29][C:30]([Cl:34])([Cl:33])[CH2:31]O.C1CCC(N=C=NC2CCCCC2)CC1. (4) Reactant: [Cl:1][C:2]1[N:6]2[C:7]3[CH:37]=[CH:36][C:35]([Cl:38])=[CH:34][C:8]=3[CH:9]([C:24]3[CH:29]=[CH:28][CH:27]=[C:26]([O:30][CH3:31])[C:25]=3[O:32][CH3:33])[O:10][CH:11]([CH2:12][CH2:13][N:14]3[CH:18]=[C:17]([C:19]([O:21]CC)=[O:20])[CH:16]=[N:15]3)[C:5]2=[N:4][C:3]=1[Cl:39].[OH-].[Na+].Cl. Product: [Cl:1][C:2]1[N:6]2[C:7]3[CH:37]=[CH:36][C:35]([Cl:38])=[CH:34][C:8]=3[CH:9]([C:24]3[CH:29]=[CH:28][CH:27]=[C:26]([O:30][CH3:31])[C:25]=3[O:32][CH3:33])[O:10][CH:11]([CH2:12][CH2:13][N:14]3[CH:18]=[C:17]([C:19]([OH:21])=[O:20])[CH:16]=[N:15]3)[C:5]2=[N:4][C:3]=1[Cl:39]. The catalyst class is: 5. (5) Reactant: [O:1]1[C:5]2([CH2:15][CH2:14][C:8]3([CH2:12][CH2:11][NH:10][C:9]3=[O:13])[CH2:7][CH2:6]2)[O:4][CH2:3][CH2:2]1.Br[C:17]1[CH:22]=[CH:21][C:20]([CH2:23][CH2:24][CH2:25][O:26][CH3:27])=[CH:19][CH:18]=1.CNCCNC.[O-]P([O-])([O-])=O.[K+].[K+].[K+]. Product: [CH3:27][O:26][CH2:25][CH2:24][CH2:23][C:20]1[CH:21]=[CH:22][C:17]([N:10]2[CH2:11][CH2:12][C:8]3([CH2:14][CH2:15][C:5]4([O:4][CH2:3][CH2:2][O:1]4)[CH2:6][CH2:7]3)[C:9]2=[O:13])=[CH:18][CH:19]=1. The catalyst class is: 3. (6) Reactant: C[S:2]([NH:5][C:6]([C:8]1[CH:47]=[CH:46][C:11]([C:12]([N:14]2[CH2:18][C@H:17]([C:19]3[CH:24]=[CH:23][CH:22]=[CH:21][CH:20]=3)[C@@H:16]([CH2:25][N:26]([C@@H:34]([C:36]3C4C(=CC=CC=4)[CH:39]=[CH:38][CH:37]=3)[CH3:35])C(=O)OC(C)(C)C)[CH2:15]2)=[O:13])=[CH:10][CH:9]=1)=[O:7])(=[O:4])=[O:3].Cl.[O:49]1[CH2:54]COCC1. Product: [CH3:54][O:49][S:2]([NH:5][C:6](=[O:7])[C:8]1[CH:47]=[CH:46][C:11]([C:12]([N:14]2[CH2:18][C@H:17]([C:19]3[CH:20]=[CH:21][CH:22]=[CH:23][CH:24]=3)[C@@H:16]([CH2:25][NH:26][C@@H:34]([C:36]3[C:47]4[C:8](=[CH:9][CH:10]=[CH:11][CH:46]=4)[CH:39]=[CH:38][CH:37]=3)[CH3:35])[CH2:15]2)=[O:13])=[CH:10][CH:9]=1)(=[O:3])=[O:4]. The catalyst class is: 12. (7) Reactant: FC(F)(F)C(O)=O.C(OC([N:15]1[CH2:20][CH2:19][O:18][C@@H:17]([C:21]2[CH:26]=[CH:25][C:24]([N:27]([C:29]3[CH:34]=[CH:33][C:32]([Cl:35])=[CH:31][CH:30]=3)[CH3:28])=[CH:23][CH:22]=2)[CH2:16]1)=O)(C)(C)C.[OH-].[Na+]. Product: [Cl:35][C:32]1[CH:31]=[CH:30][C:29]([N:27]([CH3:28])[C:24]2[CH:23]=[CH:22][C:21]([C@@H:17]3[O:18][CH2:19][CH2:20][NH:15][CH2:16]3)=[CH:26][CH:25]=2)=[CH:34][CH:33]=1. The catalyst class is: 192. (8) Reactant: C(O)(C(F)(F)F)=O.[Cl:8][C:9]1[C:14]([O:15][CH:16]2[CH2:20][CH2:19][N:18]([CH:21]3[CH2:24][O:23][CH2:22]3)[CH2:17]2)=[CH:13][C:12]([C:25]#[N:26])=[CH:11][C:10]=1[NH:27][C:28]1[N:33]=[C:32]([N:34]([CH:44]2[CH2:46][CH2:45]2)CC2C=CC(OC)=CC=2)[C:31]2=[N:47][CH:48]=[C:49]([C:50]#[N:51])[N:30]2[N:29]=1.C1(OC)C=CC=CC=1. Product: [Cl:8][C:9]1[C:14]([O:15][CH:16]2[CH2:20][CH2:19][N:18]([CH:21]3[CH2:22][O:23][CH2:24]3)[CH2:17]2)=[CH:13][C:12]([C:25]#[N:26])=[CH:11][C:10]=1[NH:27][C:28]1[N:33]=[C:32]([NH:34][CH:44]2[CH2:45][CH2:46]2)[C:31]2=[N:47][CH:48]=[C:49]([C:50]#[N:51])[N:30]2[N:29]=1. The catalyst class is: 26.